This data is from hERG Central: cardiac toxicity at 1µM, 10µM, and general inhibition. The task is: Predict hERG channel inhibition at various concentrations. (1) The drug is O=C(NCC(=O)N1CCN(c2ncc(C(F)(F)F)cc2Cl)CC1)c1ccc(Br)o1. Results: hERG_inhib (hERG inhibition (general)): blocker. (2) The compound is O=C(Oc1ccc2ccc(=O)oc2c1)c1ccco1. Results: hERG_inhib (hERG inhibition (general)): blocker. (3) The molecule is Br.N=c1n(CCN2CCOCC2)c2ccccc2n1CC(=O)c1ccc(Cl)c(Cl)c1. Results: hERG_inhib (hERG inhibition (general)): blocker.